Dataset: Aqueous solubility values for 9,982 compounds from the AqSolDB database. Task: Regression/Classification. Given a drug SMILES string, predict its absorption, distribution, metabolism, or excretion properties. Task type varies by dataset: regression for continuous measurements (e.g., permeability, clearance, half-life) or binary classification for categorical outcomes (e.g., BBB penetration, CYP inhibition). For this dataset (solubility_aqsoldb), we predict Y. (1) The compound is O=C1C=CC(=C(c2ccc(O)cc2)c2ccc(O)cc2)C=C1. The Y is -2.38 log mol/L. (2) The molecule is CNC(=S)[S-].[Na+]. The Y is 0.747 log mol/L. (3) The compound is Clc1cc(Oc2ccccc2)cc(Cl)c1Cl. The Y is -6.77 log mol/L. (4) The drug is C=CCOc1ccc([N+](=O)[O-])cc1N. The Y is -2.80 log mol/L. (5) The molecule is Nc1ccc(Cl)cc1O. The Y is -2.39 log mol/L. (6) The compound is Nc1ccc(Cl)cc1C(F)(F)F. The Y is -2.29 log mol/L. (7) The molecule is O=C(O)C1=CC(=NNc2ccccc2[N+](=O)[O-])C=CC1=O. The Y is -2.01 log mol/L. (8) The compound is O=c1[nH]c(=O)c2[nH]c(=O)c(=O)[nH]c2[nH]1. The Y is -4.06 log mol/L. (9) The drug is O=S(=O)([O-])[O-].[NH3+]O.[NH3+]O. The Y is 0.553 log mol/L. (10) The drug is C1=C\CC/C=C\CC/1.C1=C\CC/C=C\CC/1.[Cl].[Cl].[Rh].[Rh]. The Y is -2.50 log mol/L.